Dataset: Catalyst prediction with 721,799 reactions and 888 catalyst types from USPTO. Task: Predict which catalyst facilitates the given reaction. (1) Reactant: [CH2:1]([O:8][C:9]1[C:17]2[N:16]=[C:15]([CH3:18])[N:14]([CH3:19])[C:13]=2[CH:12]=[C:11]([CH2:20][OH:21])[CH:10]=1)[C:2]1[CH:7]=[CH:6][CH:5]=[CH:4][CH:3]=1.[H-].[Na+].[CH3:24]I.[Cl-].[NH4+]. Product: [CH2:1]([O:8][C:9]1[C:17]2[N:16]=[C:15]([CH3:18])[N:14]([CH3:19])[C:13]=2[CH:12]=[C:11]([CH2:20][O:21][CH3:24])[CH:10]=1)[C:2]1[CH:7]=[CH:6][CH:5]=[CH:4][CH:3]=1. The catalyst class is: 9. (2) Reactant: [Cl:1][C:2]1[CH:7]=[CH:6][CH:5]=[CH:4][C:3]=1[N:8]1[C:17](=[O:18])[C:16]2[C:11](=[N:12][C:13](S(C)=O)=[N:14][CH:15]=2)[N:10]2[CH:22]=[CH:23][N:24]=[C:9]12.[NH2:25][C:26]1[CH:31]=[CH:30][C:29]([CH3:32])=[CH:28][CH:27]=1.C([O-])(O)=O.[Na+]. Product: [Cl:1][C:2]1[CH:7]=[CH:6][CH:5]=[CH:4][C:3]=1[N:8]1[C:17](=[O:18])[C:16]2[CH:15]=[N:14][C:13]([NH:25][C:26]3[CH:31]=[CH:30][C:29]([CH3:32])=[CH:28][CH:27]=3)=[N:12][C:11]=2[N:10]2[CH:22]=[CH:23][N:24]=[C:9]12. The catalyst class is: 170. (3) Product: [C:39]([O:38][C:36](=[O:37])[N:20]([CH2:19][CH2:18][CH:17]([C:15]1[CH:14]=[CH:13][CH:12]=[C:11]2[C:16]=1[NH:8][N:9]=[CH:10]2)[C:22]1[CH:23]=[CH:24][CH:25]=[CH:26][CH:27]=1)[CH3:21])([CH3:40])([CH3:41])[CH3:42]. The catalyst class is: 2. Reactant: FC(F)(F)C(O)=O.[NH:8]1[C:16]2[C:11](=[CH:12][CH:13]=[CH:14][C:15]=2[CH:17]([C:22]2[CH:27]=[CH:26][CH:25]=[CH:24][CH:23]=2)[CH2:18][CH2:19][NH:20][CH3:21])[CH:10]=[N:9]1.O([C:36]([O:38][C:39]([CH3:42])([CH3:41])[CH3:40])=[O:37])[C:36]([O:38][C:39]([CH3:42])([CH3:41])[CH3:40])=[O:37]. (4) Reactant: [Br:1][C:2]1[C:10]2[S:9][C:8]([CH:11]3[CH2:13][CH2:12]3)=[N:7][C:6]=2[CH:5]=[C:4]([CH3:14])[C:3]=1[OH:15].[F:16][C:17]([F:30])([F:29])[S:18](O[S:18]([C:17]([F:30])([F:29])[F:16])(=[O:20])=[O:19])(=[O:20])=[O:19]. Product: [F:16][C:17]([F:30])([F:29])[S:18]([O:15][C:3]1[C:4]([CH3:14])=[CH:5][C:6]2[N:7]=[C:8]([CH:11]3[CH2:12][CH2:13]3)[S:9][C:10]=2[C:2]=1[Br:1])(=[O:20])=[O:19]. The catalyst class is: 2. (5) Reactant: [N:1]([O-:3])=[O:2].F[B-](F)(F)F.[NH:9]1[C:17]2[C:12](=[CH:13][C:14]([OH:18])=[CH:15][CH:16]=2)[CH:11]=[N:10]1.O. Product: [N+:1]([C:13]1[C:14]([OH:18])=[CH:15][CH:16]=[C:17]2[C:12]=1[CH:11]=[N:10][NH:9]2)([O-:3])=[O:2]. The catalyst class is: 10.